This data is from Full USPTO retrosynthesis dataset with 1.9M reactions from patents (1976-2016). The task is: Predict the reactants needed to synthesize the given product. (1) The reactants are: [F:1][C@H:2]1[C@@H:7]([O:8][C:9]2[CH:16]=[CH:15][C:14]([C:17]3[N:22]=[C:21]([NH:23][C:24]4[CH:29]=[CH:28][C:27]([N:30]5[CH2:35][CH2:34][N:33]([CH:36]6[CH2:39][O:38][CH2:37]6)[CH2:32][CH2:31]5)=[CH:26][CH:25]=4)[N:20]=[CH:19][N:18]=3)=[CH:13][C:10]=2[C:11]#[N:12])[CH2:6][CH2:5][NH:4][CH2:3]1.[C:40]([CH:42]([CH3:46])[C:43](O)=[O:44])#[N:41].CN(C(ON1N=NC2C=CC=NC1=2)=[N+](C)C)C.F[P-](F)(F)(F)(F)F.CCN(C(C)C)C(C)C. Given the product [C:40]([CH:42]([CH3:46])[C:43]([N:4]1[CH2:5][CH2:6][C@H:7]([O:8][C:9]2[CH:16]=[CH:15][C:14]([C:17]3[N:22]=[C:21]([NH:23][C:24]4[CH:29]=[CH:28][C:27]([N:30]5[CH2:31][CH2:32][N:33]([CH:36]6[CH2:39][O:38][CH2:37]6)[CH2:34][CH2:35]5)=[CH:26][CH:25]=4)[N:20]=[CH:19][N:18]=3)=[CH:13][C:10]=2[C:11]#[N:12])[C@H:2]([F:1])[CH2:3]1)=[O:44])#[N:41], predict the reactants needed to synthesize it. (2) Given the product [ClH:36].[ClH:1].[CH3:21][O:20][C:16]1[CH:15]=[C:7]([CH:6]=[C:5]([O:4][CH3:3])[C:17]=1[O:18][CH3:19])[CH2:8][N:9]1[CH2:14][CH2:13][N:12]([CH:23]([C:24]([C:26]2[CH:35]=[CH:34][C:33]3[C:28](=[CH:29][CH:30]=[C:31]([O:37][CH3:38])[C:32]=3[Cl:36])[CH:27]=2)=[O:25])[CH3:39])[CH2:11][CH2:10]1, predict the reactants needed to synthesize it. The reactants are: [ClH:1].Cl.[CH3:3][O:4][C:5]1[CH:6]=[C:7]([CH:15]=[C:16]([O:20][CH3:21])[C:17]=1[O:18][CH3:19])[CH2:8][N:9]1[CH2:14][CH2:13][NH:12][CH2:11][CH2:10]1.Br[CH:23]([CH3:39])[C:24]([C:26]1[CH:35]=[CH:34][C:33]2[C:28](=[CH:29][CH:30]=[C:31]([O:37][CH3:38])[C:32]=2[Cl:36])[CH:27]=1)=[O:25].C([O-])([O-])=O.[K+].[K+].